Dataset: Forward reaction prediction with 1.9M reactions from USPTO patents (1976-2016). Task: Predict the product of the given reaction. (1) Given the reactants [F:1][C:2]1[CH:3]=[CH:4][C:5]2[O:10][CH2:9][C:8](=[O:11])[N:7]([CH2:12][C@H:13]([CH3:16])[CH2:14]I)[C:6]=2[CH:17]=1.[CH2:18]([CH:22]1[CH2:28][CH:27]2[NH:29][CH:24]([CH2:25][CH2:26]2)[CH2:23]1)[CH2:19][CH2:20][CH3:21], predict the reaction product. The product is: [CH2:18]([CH:22]1[CH2:23][CH:24]2[N:29]([CH2:14][C@@H:13]([CH3:16])[CH2:12][N:7]3[C:6]4[CH:17]=[C:2]([F:1])[CH:3]=[CH:4][C:5]=4[O:10][CH2:9][C:8]3=[O:11])[CH:27]([CH2:26][CH2:25]2)[CH2:28]1)[CH2:19][CH2:20][CH3:21]. (2) Given the reactants C[O:2][C:3](=[O:20])[CH2:4][C:5]1[CH:10]=[C:9]([Cl:11])[CH:8]=[CH:7][C:6]=1[C:12]1[CH:17]=[CH:16][C:15]([S:18][CH3:19])=[CH:14][CH:13]=1.CO.[OH-].[Na+], predict the reaction product. The product is: [Cl:11][C:9]1[CH:8]=[CH:7][C:6]([C:12]2[CH:17]=[CH:16][C:15]([S:18][CH3:19])=[CH:14][CH:13]=2)=[C:5]([CH2:4][C:3]([OH:20])=[O:2])[CH:10]=1.